This data is from Cav3 T-type calcium channel HTS with 100,875 compounds. The task is: Binary Classification. Given a drug SMILES string, predict its activity (active/inactive) in a high-throughput screening assay against a specified biological target. (1) The molecule is FC(C(=O)N1CCN(CC1)c1ccccc1)C(F)(F)F. The result is 0 (inactive). (2) The molecule is S(=O)(=O)(N(CC(O)Cn1c2c(c3c1cccc3)cccc2)CC)c1ccc(F)cc1. The result is 0 (inactive). (3) The drug is Clc1c(OC(C(OCn2nnc3c(c2=O)cccc3)=O)C)ccc(Cl)c1. The result is 0 (inactive). (4) The compound is S(CC(=O)N1CCOCC1)c1n(nnn1)c1cc(cc(c1)C)C. The result is 0 (inactive).